The task is: Predict the reactants needed to synthesize the given product.. This data is from Full USPTO retrosynthesis dataset with 1.9M reactions from patents (1976-2016). (1) Given the product [Cl:25][C:6]1[CH:5]=[C:4]([CH3:16])[N:3]=[C:2]([CH3:1])[C:7]=1[C:8]([C:10]1[S:11][CH:12]=[CH:13][CH:14]=1)=[O:9], predict the reactants needed to synthesize it. The reactants are: [CH3:1][C:2]1[NH:3][C:4]([CH3:16])=[CH:5][C:6](=O)[C:7]=1[C:8]([C:10]1[S:11][CH:12]=[CH:13][CH:14]=1)=[O:9].C(=O)([O-])[O-].[Na+].[Na+].P(Cl)(Cl)([Cl:25])=O. (2) Given the product [OH:9][C:5]1[CH:4]=[C:3]([O:2][CH3:1])[CH:8]=[CH:7][C:6]=1[C:18](=[O:19])[CH2:17][C:14]1[CH:15]=[CH:16][C:11]([OH:10])=[CH:12][CH:13]=1, predict the reactants needed to synthesize it. The reactants are: [CH3:1][O:2][C:3]1[CH:4]=[C:5]([OH:9])[CH:6]=[CH:7][CH:8]=1.[OH:10][C:11]1[CH:16]=[CH:15][C:14]([CH2:17][C:18](O)=[O:19])=[CH:13][CH:12]=1.B(F)(F)F.CCOCC. (3) Given the product [N:22]1([C:25]2[CH:30]=[CH:29][C:28]([N:31]3[CH2:32][CH2:33][O:34][CH2:35][CH2:36]3)=[CH:27][C:26]=2[NH:37][C:2]2[C:11]3[C:6](=[CH:7][CH:8]=[CH:9][CH:10]=3)[N:5]=[C:4]([C:12]3[CH:17]=[CH:16][CH:15]=[CH:14][N:13]=3)[C:3]=2[CH3:18])[CH2:23][CH2:24][O:19][CH2:20][CH2:21]1, predict the reactants needed to synthesize it. The reactants are: Cl[C:2]1[C:11]2[C:6](=[CH:7][CH:8]=[CH:9][CH:10]=2)[N:5]=[C:4]([C:12]2[CH:17]=[CH:16][CH:15]=[CH:14][N:13]=2)[C:3]=1[CH3:18].[O:19]1[CH2:24][CH2:23][N:22]([C:25]2[CH:30]=[CH:29][C:28]([N:31]3[CH2:36][CH2:35][O:34][CH2:33][CH2:32]3)=[CH:27][C:26]=2[NH2:37])[CH2:21][CH2:20]1.Cl.O1CCOCC1. (4) Given the product [Br:5][CH2:1][CH2:22][C:18]1[CH:19]=[CH:20][CH:21]=[C:16]([CH2:15][O:14][CH2:13][CH2:12][C:6]2[CH:11]=[CH:10][CH:9]=[CH:8][CH:7]=2)[CH:17]=1, predict the reactants needed to synthesize it. The reactants are: [C:1]([Br:5])(Br)(Br)Br.[C:6]1([CH2:12][CH2:13][O:14][CH2:15][C:16]2[CH:17]=[C:18]([CH2:22]COC3CCCCO3)[CH:19]=[CH:20][CH:21]=2)[CH:11]=[CH:10][CH:9]=[CH:8][CH:7]=1.C1(P(C2C=CC=CC=2)C2C=CC=CC=2)C=CC=CC=1. (5) Given the product [Cl:12][C:10]1[CH:9]=[N:8][C:6]2[N:7]=[C:2]([N:28]3[CH2:29][CH2:30][N:25]([CH3:24])[CH2:26][CH2:27]3)[C:3]3[N:4]([N:13]=[C:14]([CH3:16])[N:15]=3)[C:5]=2[CH:11]=1, predict the reactants needed to synthesize it. The reactants are: Cl[C:2]1[C:3]2[N:4]([N:13]=[C:14]([CH3:16])[N:15]=2)[C:5]2[CH:11]=[C:10]([Cl:12])[CH:9]=[N:8][C:6]=2[N:7]=1.C(O)(C(F)(F)F)=O.[CH3:24][N:25]1[CH2:30][CH2:29][NH:28][CH2:27][CH2:26]1.